From a dataset of Forward reaction prediction with 1.9M reactions from USPTO patents (1976-2016). Predict the product of the given reaction. (1) Given the reactants [N+:1]([C:4]1[CH:5]=[CH:6][C:7]2[N:11]=[CH:10][NH:9][C:8]=2[CH:12]=1)([O-])=O.[ClH:13], predict the reaction product. The product is: [ClH:13].[ClH:13].[N:11]1[C:7]2[CH2:6][CH2:5][CH:4]([NH2:1])[CH2:12][C:8]=2[NH:9][CH:10]=1. (2) Given the reactants [H-].[Na+].[CH3:3][O:4][CH2:5][CH2:6][OH:7].F[C:9]1[CH:14]=[CH:13][CH:12]=[C:11]([F:15])[N:10]=1, predict the reaction product. The product is: [F:15][C:11]1[CH:12]=[CH:13][CH:14]=[C:9]([O:7][CH2:6][CH2:5][O:4][CH3:3])[N:10]=1. (3) The product is: [NH2:1][CH2:4][C@H:5]([NH:10][C:11]([C:13]1[N:17]2[CH:18]=[CH:19][CH:20]=[C:21]([O:22][CH2:23][C:24]3[C:25]([F:31])=[CH:26][CH:27]=[CH:28][C:29]=3[F:30])[C:16]2=[N:15][C:14]=1[CH3:32])=[O:12])[CH2:6][CH2:7][CH2:8][CH3:9]. Given the reactants [N:1]([CH2:4][C@H:5]([NH:10][C:11]([C:13]1[N:17]2[CH:18]=[CH:19][CH:20]=[C:21]([O:22][CH2:23][C:24]3[C:29]([F:30])=[CH:28][CH:27]=[CH:26][C:25]=3[F:31])[C:16]2=[N:15][C:14]=1[CH3:32])=[O:12])[CH2:6][CH2:7][CH2:8][CH3:9])=[N+]=[N-].C1(P(C2C=CC=CC=2)C2C=CC=CC=2)C=CC=CC=1, predict the reaction product. (4) Given the reactants Cl[C:2]1[CH:7]=[CH:6][CH:5]=[CH:4][C:3]=1[N+:8]([O-:10])=[O:9].C(=O)([O-])[O-].[Na+].[Na+].O.[C:18]1(B2OC(C)(C)C(C)(C)O2)[CH2:22][CH2:21][CH2:20][CH:19]=1, predict the reaction product. The product is: [C:18]1([C:2]2[CH:7]=[CH:6][CH:5]=[CH:4][C:3]=2[N+:8]([O-:10])=[O:9])[CH2:22][CH2:21][CH2:20][CH:19]=1. (5) Given the reactants [NH2:1][C@@H:2]([C:26]1[CH:31]=[CH:30][CH:29]=[CH:28][CH:27]=1)[C:3]1[N:12]([CH2:13][CH2:14][CH2:15][NH:16][C:17](=[O:23])[O:18][C:19]([CH3:22])([CH3:21])[CH3:20])[C:11](=[O:24])[C:10]2[C:5](=[CH:6][CH:7]=[CH:8][C:9]=2[Cl:25])[N:4]=1.[NH2:32][C:33]1[N:38]=[C:37]([NH2:39])[C:36]([C:40]#[N:41])=[C:35](Cl)[N:34]=1.C(N(C(C)C)CC)(C)C, predict the reaction product. The product is: [Cl:25][C:9]1[CH:8]=[CH:7][CH:6]=[C:5]2[C:10]=1[C:11](=[O:24])[N:12]([CH2:13][CH2:14][CH2:15][NH:16][C:17](=[O:23])[O:18][C:19]([CH3:22])([CH3:21])[CH3:20])[C:3]([C@@H:2]([NH:1][C:35]1[C:36]([C:40]#[N:41])=[C:37]([NH2:39])[N:38]=[C:33]([NH2:32])[N:34]=1)[C:26]1[CH:27]=[CH:28][CH:29]=[CH:30][CH:31]=1)=[N:4]2. (6) The product is: [F:18][C:2]([F:1])([CH3:17])[CH2:3][C@H:4]([NH:8][C:9]([N:11]1[CH2:16][CH2:15][O:14][CH2:13][CH2:12]1)=[O:10])[C:5](=[O:7])[NH:19][C@H:20]([C:21]([C:23]1[O:27][N:26]=[C:25]([C:28]2[CH:33]=[CH:32][CH:31]=[CH:30][CH:29]=2)[N:24]=1)=[O:22])[CH2:34][CH3:35]. Given the reactants [F:1][C:2]([F:18])([CH3:17])[CH2:3][C@H:4]([NH:8][C:9]([N:11]1[CH2:16][CH2:15][O:14][CH2:13][CH2:12]1)=[O:10])[C:5]([OH:7])=O.[NH2:19][CH:20]([CH2:34][CH3:35])[C@@H:21]([C:23]1[O:27][N:26]=[C:25]([C:28]2[CH:33]=[CH:32][CH:31]=[CH:30][CH:29]=2)[N:24]=1)[OH:22], predict the reaction product.